This data is from Peptide-MHC class II binding affinity with 134,281 pairs from IEDB. The task is: Regression. Given a peptide amino acid sequence and an MHC pseudo amino acid sequence, predict their binding affinity value. This is MHC class II binding data. The peptide sequence is LRKAFDAFDREKSGS. The MHC is HLA-DQA10501-DQB10201 with pseudo-sequence HLA-DQA10501-DQB10201. The binding affinity (normalized) is 0.322.